Predict the reactants needed to synthesize the given product. From a dataset of Full USPTO retrosynthesis dataset with 1.9M reactions from patents (1976-2016). (1) The reactants are: O=S1(=O)CCC[N:3]1[C:7]1[CH:12]=[CH:11][C:10]([C:13]2[N:14](CC)[C:15]3[C:20]([C:21]=2[C:22]#[N:23])=[CH:19][CH:18]=[C:17]([O:24][C:25](F)(F)F)[CH:16]=3)=[CH:9][CH:8]=1.[CH:32]([O:35][C:36](Cl)=[O:37])([CH3:34])[CH3:33].N1[CH:44]=[CH:43][CH:42]=CC=1. Given the product [CH:32]([O:35][C:36](=[O:37])[NH:3][C:7]1[CH:12]=[CH:11][C:10]([C:13]2[N:14]([CH:42]3[CH2:43][CH2:44]3)[C:15]3[C:20]([C:21]=2[C:22]#[N:23])=[CH:19][CH:18]=[C:17]([O:24][CH3:25])[CH:16]=3)=[CH:9][CH:8]=1)([CH3:34])[CH3:33], predict the reactants needed to synthesize it. (2) The reactants are: C([Zn]CC)C.[C:6](O)([C:8](F)(F)F)=[O:7].IC.[CH3:15][C:16]([CH3:35])([CH3:34])[CH2:17][N:18]1[C:26]2[C:21](=[N:22][C:23](/[CH:27]=[CH:28]/[CH2:29]CO)=[CH:24][CH:25]=2)[N:20]([CH3:32])[C:19]1=[O:33]. Given the product [CH3:35][C:16]([CH3:15])([CH3:34])[CH2:17][N:18]1[C:26]2[C:21](=[N:22][C:23]([C@@H:27]3[CH2:28][C@H:29]3[CH2:8][CH2:6][OH:7])=[CH:24][CH:25]=2)[N:20]([CH3:32])[C:19]1=[O:33], predict the reactants needed to synthesize it. (3) Given the product [CH2:18]([O:17][C:15]([C:14]1[N:4]([CH3:3])[C:5]2[CH:6]=[CH:7][N:8]=[CH:9][C:10]=2[C:11]=1[NH2:12])=[O:16])[CH3:19], predict the reactants needed to synthesize it. The reactants are: [H-].[Na+].[CH3:3][NH:4][C:5]1[C:10]([C:11]#[N:12])=[CH:9][N:8]=[CH:7][CH:6]=1.Br[CH2:14][C:15]([O:17][CH2:18][CH3:19])=[O:16]. (4) Given the product [Cl:6][C:7]1[C:12]([C:2]#[N:3])=[CH:11][N:10]=[C:9]([C:14]([N:16]2[C:24]3[C:19](=[CH:20][C:21]([F:25])=[CH:22][CH:23]=3)[CH2:18][CH2:17]2)=[O:15])[CH:8]=1, predict the reactants needed to synthesize it. The reactants are: [Cu](C#N)[C:2]#[N:3].[Cl:6][C:7]1[C:12](I)=[CH:11][N:10]=[C:9]([C:14]([N:16]2[C:24]3[C:19](=[CH:20][C:21]([F:25])=[CH:22][CH:23]=3)[CH2:18][CH2:17]2)=[O:15])[CH:8]=1. (5) Given the product [F:52][C:53]([F:72])([F:71])[S:54]([O:33][C:20]1[C:21]([CH3:31])([CH3:32])[C@H:22]2[C@:17]([CH3:34])([CH2:18][CH:19]=1)[C@@H:16]1[C@:25]([CH3:30])([C@@:26]3([CH3:29])[C@H:13]([CH2:14][CH2:15]1)[C@H:12]1[C@H:35]([C:38]([CH3:40])=[CH2:39])[CH2:36][CH2:37][C@:11]1([NH:10][CH2:9][CH2:8][N:5]1[CH2:6][CH2:7][S:2](=[O:1])(=[O:41])[CH2:3][CH2:4]1)[CH2:28][CH2:27]3)[CH2:24][CH2:23]2)(=[O:56])=[O:55], predict the reactants needed to synthesize it. The reactants are: [O:1]=[S:2]1(=[O:41])[CH2:7][CH2:6][N:5]([CH2:8][CH2:9][NH:10][C@:11]23[CH2:37][CH2:36][C@@H:35]([C:38]([CH3:40])=[CH2:39])[C@@H:12]2[C@@H:13]2[C@@:26]([CH3:29])([CH2:27][CH2:28]3)[C@@:25]3([CH3:30])[C@@H:16]([C@:17]4([CH3:34])[C@@H:22]([CH2:23][CH2:24]3)[C:21]([CH3:32])([CH3:31])[C:20](=[O:33])[CH2:19][CH2:18]4)[CH2:15][CH2:14]2)[CH2:4][CH2:3]1.C[Si]([N-][Si](C)(C)C)(C)C.[K+].[F:52][C:53]([F:72])([F:71])[S:54](N(C1C=CC=CC=1)[S:54]([C:53]([F:72])([F:71])[F:52])(=[O:56])=[O:55])(=[O:56])=[O:55]. (6) Given the product [CH3:1][O:2][CH2:3][CH2:4][O:5][CH2:6][CH2:7][O:8][C:9]1[CH:10]=[C:11]([CH:15]([OH:16])[CH2:17][NH:19][CH3:18])[CH:12]=[CH:13][CH:14]=1, predict the reactants needed to synthesize it. The reactants are: [CH3:1][O:2][CH2:3][CH2:4][O:5][CH2:6][CH2:7][O:8][C:9]1[CH:10]=[C:11]([CH:15]2[CH2:17][O:16]2)[CH:12]=[CH:13][CH:14]=1.[CH3:18][NH2:19].